Dataset: Peptide-MHC class II binding affinity with 134,281 pairs from IEDB. Task: Regression. Given a peptide amino acid sequence and an MHC pseudo amino acid sequence, predict their binding affinity value. This is MHC class II binding data. (1) The peptide sequence is MHHLVEFEPPHAATI. The MHC is DRB3_0301 with pseudo-sequence DRB3_0301. The binding affinity (normalized) is 0.309. (2) The peptide sequence is MNALRRLPVICSFLV. The MHC is DRB5_0101 with pseudo-sequence DRB5_0101. The binding affinity (normalized) is 0.275. (3) The peptide sequence is SNKAFAEGLSGEPKG. The MHC is HLA-DQA10501-DQB10301 with pseudo-sequence HLA-DQA10501-DQB10301. The binding affinity (normalized) is 0.401. (4) The peptide sequence is AAASVPAADKFKTFE. The MHC is HLA-DPA10301-DPB10402 with pseudo-sequence HLA-DPA10301-DPB10402. The binding affinity (normalized) is 0.0381. (5) The binding affinity (normalized) is 0.355. The peptide sequence is VSSHNHIPGYKVQTN. The MHC is HLA-DQA10601-DQB10402 with pseudo-sequence HLA-DQA10601-DQB10402. (6) The peptide sequence is LKMVEPWLKNNQFCIKV. The binding affinity (normalized) is 0.164. The MHC is DRB1_0405 with pseudo-sequence DRB1_0405.